From a dataset of Reaction yield outcomes from USPTO patents with 853,638 reactions. Predict the reaction yield, written as a fraction of the theoretical maximum amount of product (1.0 means a 100% yield; for example, 0.34 means a 34% yield). (1) The reactants are [NH2:1][CH2:2][CH2:3][NH:4]C(=O)OC(C)(C)C.[N:12]1[CH:17]=[CH:16][C:15]([S:18]([Cl:21])(=[O:20])=[O:19])=[CH:14][CH:13]=1.[ClH:22]. No catalyst specified. The product is [ClH:21].[ClH:22].[NH2:1][CH2:2][CH2:3][NH:4][S:18]([C:15]1[CH:16]=[CH:17][N:12]=[CH:13][CH:14]=1)(=[O:20])=[O:19]. The yield is 0.940. (2) The yield is 0.880. No catalyst specified. The product is [NH2:1][C:2]1[C:11]2[C:6](=[C:7]([C:22]3[CH:23]=[N:24][C:25]([O:26][CH3:27])=[C:20]([F:19])[CH:21]=3)[CH:8]=[CH:9][CH:10]=2)[N:5]=[N:4][C:3]=1[C:13]([NH:15][CH:16]1[CH2:18][CH2:17]1)=[O:14]. The reactants are [NH2:1][C:2]1[C:11]2[C:6](=[C:7](Br)[CH:8]=[CH:9][CH:10]=2)[N:5]=[N:4][C:3]=1[C:13]([NH:15][CH:16]1[CH2:18][CH2:17]1)=[O:14].[F:19][C:20]1[CH:21]=[C:22](B(O)O)[CH:23]=[N:24][C:25]=1[O:26][CH3:27]. (3) No catalyst specified. The yield is 0.400. The reactants are Br[C:2]1[CH:7]=[CH:6][CH:5]=[C:4](Br)[CH:3]=1.[NH:9]1[CH2:13][CH2:12][C@H:11]([OH:14])[CH2:10]1.Br[C:16]1[S:17][C:18]([NH:30][C:31](=[O:37])[O:32][C:33]([CH3:36])([CH3:35])[CH3:34])=[C:19]([C:21](=[O:29])[NH:22][C:23]2[CH:24]=[N:25][N:26]([CH3:28])[CH:27]=2)[N:20]=1. The product is [OH:14][C@H:11]1[CH2:12][CH2:13][N:9]([C:4]2[CH:3]=[C:2]([C:16]3[S:17][C:18]([NH:30][C:31](=[O:37])[O:32][C:33]([CH3:35])([CH3:34])[CH3:36])=[C:19]([C:21](=[O:29])[NH:22][C:23]4[CH:24]=[N:25][N:26]([CH3:28])[CH:27]=4)[N:20]=3)[CH:7]=[CH:6][CH:5]=2)[CH2:10]1. (4) The reactants are Br[CH2:2][C:3]1[S:11][C:10]2[C:9]([N:12]3[CH2:17][CH2:16][O:15][CH2:14][CH2:13]3)=[N:8][C:7]([Cl:18])=[N:6][C:5]=2[CH:4]=1.Cl.[C:20]([O:24][C:25]([N:27]1[CH2:32][CH2:31][NH:30][CH2:29][C@H:28]1[CH:33]([CH3:35])[CH3:34])=[O:26])([CH3:23])([CH3:22])[CH3:21].C(=O)([O-])[O-].[K+].[K+]. The catalyst is CN(C=O)C.O.C(Cl)Cl. The product is [C:20]([O:24][C:25]([N:27]1[CH2:32][CH2:31][N:30]([CH2:2][C:3]2[S:11][C:10]3[C:9]([N:12]4[CH2:17][CH2:16][O:15][CH2:14][CH2:13]4)=[N:8][C:7]([Cl:18])=[N:6][C:5]=3[CH:4]=2)[CH2:29][C@H:28]1[CH:33]([CH3:35])[CH3:34])=[O:26])([CH3:23])([CH3:22])[CH3:21]. The yield is 0.970. (5) The reactants are C([O-])=O.[NH4+].[O:5]=[C:6]([N:31]1[CH2:36][CH2:35][N:34]([C:37](=[O:48])[C:38]2[CH:43]=[CH:42][CH:41]=[CH:40][C:39]=2[C:44]([F:47])([F:46])[F:45])[CH2:33][CH2:32]1)[CH2:7][NH:8][C:9]([C:11]1[CH:16]=[CH:15][C:14]([C:17]2[CH:22]=[CH:21][CH:20]=[CH:19][C:18]=2[O:23]CC2C=CC=CC=2)=[CH:13][CH:12]=1)=[O:10]. The catalyst is CO.O.[Pd]. The product is [O:5]=[C:6]([N:31]1[CH2:36][CH2:35][N:34]([C:37](=[O:48])[C:38]2[CH:43]=[CH:42][CH:41]=[CH:40][C:39]=2[C:44]([F:46])([F:47])[F:45])[CH2:33][CH2:32]1)[CH2:7][NH:8][C:9]([C:11]1[CH:16]=[CH:15][C:14]([C:17]2[CH:22]=[CH:21][CH:20]=[CH:19][C:18]=2[OH:23])=[CH:13][CH:12]=1)=[O:10]. The yield is 0.470.